This data is from Peptide-MHC class II binding affinity with 134,281 pairs from IEDB. The task is: Regression. Given a peptide amino acid sequence and an MHC pseudo amino acid sequence, predict their binding affinity value. This is MHC class II binding data. (1) The peptide sequence is AFILDGDNQFPKV. The MHC is DRB3_0101 with pseudo-sequence DRB3_0101. The binding affinity (normalized) is 0.924. (2) The peptide sequence is YNFATCGLIGLVTFL. The MHC is H-2-IAb with pseudo-sequence H-2-IAb. The binding affinity (normalized) is 0.100. (3) The peptide sequence is MVVERLGDYLVEQGM. The MHC is HLA-DPA10201-DPB11401 with pseudo-sequence HLA-DPA10201-DPB11401. The binding affinity (normalized) is 0.0833.